This data is from Reaction yield outcomes from USPTO patents with 853,638 reactions. The task is: Predict the reaction yield, written as a fraction of the theoretical maximum amount of product (1.0 means a 100% yield; for example, 0.34 means a 34% yield). (1) The reactants are CS(Cl)(=O)=O.[C:6]([C:9]1[N:14]=[C:13]([C:15]2[CH:20]=[CH:19][C:18]([C:21]3[CH:26]=[CH:25][C:24]([CH:27]([CH2:32]O)[C:28]([O:30][CH3:31])=[O:29])=[CH:23][C:22]=3[Cl:34])=[C:17]([F:35])[CH:16]=2)[C:12]([CH3:36])=[N:11][C:10]=1[CH3:37])(=[O:8])[NH2:7].C(N(CC)CC)C.[Cl-].[NH4+]. The catalyst is O1CCCC1.C(OCC)(=O)C.O. The product is [C:6]([C:9]1[N:14]=[C:13]([C:15]2[CH:20]=[CH:19][C:18]([C:21]3[CH:26]=[CH:25][C:24]([C:27](=[CH2:32])[C:28]([O:30][CH3:31])=[O:29])=[CH:23][C:22]=3[Cl:34])=[C:17]([F:35])[CH:16]=2)[C:12]([CH3:36])=[N:11][C:10]=1[CH3:37])(=[O:8])[NH2:7]. The yield is 0.400. (2) The reactants are [C:1]([O:5][C:6]([N:8]1[CH2:13][CH2:12][C:11](=O)[CH2:10][CH2:9]1)=[O:7])([CH3:4])([CH3:3])[CH3:2].Cl.[F:16][C:17]1([F:21])[CH2:20][NH:19][CH2:18]1.C(O[BH-](OC(=O)C)OC(=O)C)(=O)C.[Na+]. The catalyst is ClCCCl. The product is [C:1]([O:5][C:6]([N:8]1[CH2:13][CH2:12][CH:11]([N:19]2[CH2:20][C:17]([F:21])([F:16])[CH2:18]2)[CH2:10][CH2:9]1)=[O:7])([CH3:4])([CH3:3])[CH3:2]. The yield is 0.960.